This data is from Full USPTO retrosynthesis dataset with 1.9M reactions from patents (1976-2016). The task is: Predict the reactants needed to synthesize the given product. (1) Given the product [C:16]([NH:26][C@H:27]([C:31]([O:33][C:31](=[O:32])[C@H:27]([CH:28]([CH3:29])[CH3:30])[NH:26][C:16]([O:18][CH2:19][C:10]1[CH:11]=[CH:12][CH:13]=[CH:14][CH:15]=1)=[O:17])=[O:32])[CH:28]([CH3:29])[CH3:30])([O:18][CH2:19][C:20]1[CH:25]=[CH:24][CH:23]=[CH:22][CH:21]=1)=[O:17], predict the reactants needed to synthesize it. The reactants are: [CH:10]1(N=C=N[CH:10]2[CH2:15][CH2:14][CH2:13][CH2:12][CH2:11]2)[CH2:15][CH2:14][CH2:13][CH2:12][CH2:11]1.[C:16]([NH:26][C@H:27]([C:31]([OH:33])=[O:32])[CH:28]([CH3:30])[CH3:29])([O:18][CH2:19][C:20]1[CH:25]=[CH:24][CH:23]=[CH:22][CH:21]=1)=[O:17]. (2) Given the product [ClH:1].[Cl:1][C:2]1[CH:3]=[C:4]([S:8]([C:11]2[C:19]3[C:14](=[N:15][CH:16]=[CH:17][CH:18]=3)[N:13]([CH2:20][CH2:21][NH:22][CH3:23])[CH:12]=2)(=[O:10])=[O:9])[CH:5]=[CH:6][CH:7]=1, predict the reactants needed to synthesize it. The reactants are: [Cl:1][C:2]1[CH:3]=[C:4]([S:8]([C:11]2[C:19]3[C:14](=[N:15][CH:16]=[CH:17][CH:18]=3)[N:13]([CH2:20][CH2:21][N:22](C)[CH3:23])[CH:12]=2)(=[O:10])=[O:9])[CH:5]=[CH:6][CH:7]=1.ClC(OC(Cl)C)=O.